Dataset: Reaction yield outcomes from USPTO patents with 853,638 reactions. Task: Predict the reaction yield, written as a fraction of the theoretical maximum amount of product (1.0 means a 100% yield; for example, 0.34 means a 34% yield). (1) The reactants are [Cl:1][C:2]1[CH:3]=[CH:4][C:5]([O:31][CH3:32])=[C:6]([NH:8][C:9](=[O:30])[CH2:10][N:11]2[C:15]3[CH2:16][CH:17](CC(OCC)=O)[CH2:18][NH:19][C:14]=3[C:13]([C:26]([F:29])([F:28])[F:27])=[N:12]2)[CH:7]=1.[H-].[Al+3].[Li+].[H-].[H-].[H-].O.O.O.O.O.O.O.O.O.O.S([O-])([O-])(=O)=O.[Na+].[Na+].C1C[O:59][CH2:58][CH2:57]1. No catalyst specified. The product is [Cl:1][C:2]1[CH:3]=[CH:4][C:5]([O:31][CH3:32])=[C:6]([NH:8][C:9](=[O:30])[CH2:10][N:11]2[C:15]3[CH2:14][N:19]([CH2:57][CH2:58][OH:59])[CH2:18][CH2:17][C:16]=3[C:13]([C:26]([F:29])([F:27])[F:28])=[N:12]2)[CH:7]=1. The yield is 0.500. (2) The reactants are [CH3:1][NH:2][N:3]=[CH:4][C:5](=[O:7])[CH3:6].[Cl:8][C:9]1[CH:10]=[C:11]([C:16](=O)[CH:17]=[O:18])[CH:12]=[CH:13][C:14]=1[Cl:15]. The catalyst is C(O)(=O)C. The product is [Cl:8][C:9]1[CH:10]=[C:11]([C:16]2[N:2]([CH3:1])[N:3]=[C:4]([C:5](=[O:7])[CH3:6])[C:17]=2[OH:18])[CH:12]=[CH:13][C:14]=1[Cl:15]. The yield is 0.130.